This data is from hERG Central: cardiac toxicity at 1µM, 10µM, and general inhibition. The task is: Predict hERG channel inhibition at various concentrations. (1) The compound is CN1CCN(c2ccc(C(=O)c3ccccc3)cc2[N+](=O)[O-])CC1. Results: hERG_inhib (hERG inhibition (general)): blocker. (2) The molecule is CCOc1ccc(-c2cc(C)[n+](CCc3ccc(OC)c(OC)c3)c(-c3ccc(OCC)cc3)c2)cc1.[O-][Cl+3]([O-])([O-])[O-]. Results: hERG_inhib (hERG inhibition (general)): blocker. (3) The molecule is Cc1nnc(SCC(=O)Nc2ccc([N+](=O)[O-])cc2)n1CC1CCCO1. Results: hERG_inhib (hERG inhibition (general)): blocker. (4) The drug is Cc1c(CN2CC[C@@H](N3CCN(c4ccccn4)CC3)[C@H](O)C2)[nH]c2ccc(F)cc12. Results: hERG_inhib (hERG inhibition (general)): blocker. (5) The drug is Cc1[nH]nc2c1C1(CCOCC1)C(C#N)=C(N)O2. Results: hERG_inhib (hERG inhibition (general)): blocker. (6) The compound is CCOC(=O)C1(Cc2ccccc2C(F)(F)F)CCN(C(C)CCn2cccn2)CC1. Results: hERG_inhib (hERG inhibition (general)): blocker. (7) The compound is CCCN(Cc1nnc(-c2ccccc2Cl)o1)C(=O)c1cc([N+](=O)[O-])cc([N+](=O)[O-])c1. Results: hERG_inhib (hERG inhibition (general)): blocker. (8) The molecule is CN(Cc1ccccc1)C(=O)COC(=O)C1CCN(S(=O)(=O)c2cccs2)CC1. Results: hERG_inhib (hERG inhibition (general)): blocker. (9) The molecule is COc1cccc(-c2nn(-c3ccc(C)cc3)cc2C(=O)N2CCN(C3CCS(=O)(=O)C3)CC2)c1. Results: hERG_inhib (hERG inhibition (general)): blocker.